From a dataset of Reaction yield outcomes from USPTO patents with 853,638 reactions. Predict the reaction yield, written as a fraction of the theoretical maximum amount of product (1.0 means a 100% yield; for example, 0.34 means a 34% yield). (1) The reactants are [NH2:1][CH:2]([CH2:7][CH3:8])[C:3]([CH3:6])([OH:5])[CH3:4].F[C:10]1[C:11]([C:20]#[C:21][Si](C)(C)C)=[C:12]([C:18]#[N:19])[C:13](=[CH:16][CH:17]=1)[C:14]#[N:15].C([O-])([O-])=O.[K+].[K+].C([O-])(O)=O.[Na+]. The catalyst is CCOC(C)=O.CN1C(=O)CCC1. The product is [OH:5][C:3]([CH3:6])([CH:2]([N:1]1[C:10]2[C:11](=[C:12]([C:18]#[N:19])[C:13]([C:14]#[N:15])=[CH:16][CH:17]=2)[CH:20]=[CH:21]1)[CH2:7][CH3:8])[CH3:4]. The yield is 0.180. (2) The product is [CH:39]([O:38][C:19]1[C:20]2[C:24](=[O:25])[N:23]([CH2:26][C:27]3[CH:32]=[CH:31][C:30]([O:33][CH3:34])=[CH:29][C:28]=3[O:35][CH3:36])[C:22](=[O:37])[C:21]=2[C:12]([O:11][CH3:10])=[C:13]2[C:18]=1[N:17]=[CH:16][CH:15]=[CH:14]2)([C:46]1[CH:51]=[CH:50][CH:49]=[CH:48][CH:47]=1)[C:40]1[CH:45]=[CH:44][CH:43]=[CH:42][CH:41]=1. The reactants are C(=O)([O-])[O-].[K+].[K+].C(O[C:10](=O)[O:11][C:12]1[C:21]2[C:22](=[O:37])[N:23]([CH2:26][C:27]3[CH:32]=[CH:31][C:30]([O:33][CH3:34])=[CH:29][C:28]=3[O:35][CH3:36])[C:24](=[O:25])[C:20]=2[C:19]([O:38][CH:39]([C:46]2[CH:51]=[CH:50][CH:49]=[CH:48][CH:47]=2)[C:40]2[CH:45]=[CH:44][CH:43]=[CH:42][CH:41]=2)=[C:18]2[C:13]=1[CH:14]=[CH:15][CH:16]=[N:17]2)C.O.IC. The yield is 1.00. The catalyst is O1CCCC1.C(OCC)(=O)C. (3) The reactants are [C:1]([O:10]C)(=O)[C:2]1[C:3](=[CH:5][CH:6]=[CH:7][CH:8]=1)[SH:4].[C:12]([C:14]1[CH:19]=[CH:18][C:17]([C:20]([F:23])([F:22])[F:21])=[CH:16][N:15]=1)#[N:13].C(N(CC)CC)C. The catalyst is C1(C)C=CC=CC=1. The product is [F:22][C:20]([F:21])([F:23])[C:17]1[CH:18]=[CH:19][C:14]([C:12]2[S:4][C:3]3[CH:5]=[CH:6][CH:7]=[CH:8][C:2]=3[C:1](=[O:10])[N:13]=2)=[N:15][CH:16]=1. The yield is 0.230. (4) The reactants are [F:1][C:2]([F:23])([F:22])[CH2:3][N:4]1[C:9](=[O:10])[C:8](Cl)=[C:7]([C:12]2[CH:17]=[CH:16][C:15]([S:18]([CH3:21])(=[O:20])=[O:19])=[CH:14][CH:13]=2)[CH:6]=[N:5]1.[N-:24]=[N+:25]=[N-:26].[Na+]. The catalyst is CN(C=O)C.C(OCC)(=O)C. The product is [F:1][C:2]([F:23])([F:22])[CH2:3][N:4]1[C:9](=[O:10])[C:8]([N:24]=[N+:25]=[N-:26])=[C:7]([C:12]2[CH:17]=[CH:16][C:15]([S:18]([CH3:21])(=[O:20])=[O:19])=[CH:14][CH:13]=2)[CH:6]=[N:5]1. The yield is 0.950.